From a dataset of Forward reaction prediction with 1.9M reactions from USPTO patents (1976-2016). Predict the product of the given reaction. (1) Given the reactants C(Cl)CCl.C1C=NC2N(O)N=NC=2C=1.[NH2:15][C:16]1[CH:17]=[N:18][CH:19]=[CH:20][C:21]=1[C@H:22]1[CH2:27][C@@H:26]([NH:28][C:29](=[O:35])[O:30][C:31]([CH3:34])([CH3:33])[CH3:32])[C@@H:25]([C:36]#[N:37])[C@@H:24]([CH3:38])[CH2:23]1.[F:39][C:40]1[CH:45]=[CH:44][CH:43]=[C:42]([F:46])[C:41]=1[C:47]1[N:52]=[C:51]([C:53]([OH:55])=[O:54])[CH:50]=[CH:49][C:48]=1[F:56], predict the reaction product. The product is: [C:36]([C@H:25]1[C@@H:24]([CH3:38])[CH2:23][C@@H:22]([C:21]2[CH:20]=[CH:19][N:18]=[CH:17][C:16]=2[NH:15][C:53](=[O:54])[C:51]2[CH:50]=[CH:49][C:48]([F:56])=[C:47]([C:41]3[C:40]([F:39])=[CH:45][CH:44]=[CH:43][C:42]=3[F:46])[N:52]=2)[CH2:27][C@H:26]1[NH:28][C:29](=[O:35])[O:30][C:31]([CH3:32])([CH3:33])[CH3:34])#[N:37].[C:36]([C@@H:25]1[C@H:24]([CH3:38])[CH2:23][C@H:22]([C:21]2[CH:20]=[CH:19][N:18]=[CH:17][C:16]=2[NH:15][C:53](=[O:55])[C:51]2[CH:50]=[CH:49][C:48]([F:56])=[C:47]([C:41]3[C:42]([F:46])=[CH:43][CH:44]=[CH:45][C:40]=3[F:39])[N:52]=2)[CH2:27][C@@H:26]1[NH:28][C:29](=[O:35])[O:30][C:31]([CH3:34])([CH3:33])[CH3:32])#[N:37]. (2) Given the reactants [OH:1][C:2]1[CH:3]=[C:4]([CH:9]=[C:10]([OH:12])[CH:11]=1)[C:5]([O:7][CH3:8])=[O:6].C(N(CC)C(C)C)(C)C.Cl[CH2:23][O:24][CH3:25], predict the reaction product. The product is: [OH:1][C:2]1[CH:3]=[C:4]([CH:9]=[C:10]([O:12][CH2:23][O:24][CH3:25])[CH:11]=1)[C:5]([O:7][CH3:8])=[O:6].